This data is from Catalyst prediction with 721,799 reactions and 888 catalyst types from USPTO. The task is: Predict which catalyst facilitates the given reaction. Reactant: [CH3:1][C@@H:2]1[CH2:7][CH2:6][CH2:5][NH:4][C@H:3]1[CH2:8][NH:9][C:10](=[O:16])[O:11][C:12]([CH3:15])([CH3:14])[CH3:13].CCN(C(C)C)C(C)C.[F:26][C:27]1[CH:32]=[CH:31][C:30]([C:33]2[S:37][C:36]([CH3:38])=[N:35][C:34]=2[C:39](O)=[O:40])=[CH:29][CH:28]=1.CN(C(ON1N=NC2C=CC=NC1=2)=[N+](C)C)C.F[P-](F)(F)(F)(F)F. Product: [F:26][C:27]1[CH:28]=[CH:29][C:30]([C:33]2[S:37][C:36]([CH3:38])=[N:35][C:34]=2[C:39]([N:4]2[CH2:5][CH2:6][CH2:7][C@@H:2]([CH3:1])[C@@H:3]2[CH2:8][NH:9][C:10](=[O:16])[O:11][C:12]([CH3:15])([CH3:14])[CH3:13])=[O:40])=[CH:31][CH:32]=1. The catalyst class is: 3.